Dataset: Forward reaction prediction with 1.9M reactions from USPTO patents (1976-2016). Task: Predict the product of the given reaction. (1) Given the reactants [Cl:1][C:2]1[CH:10]=[C:6]([C:7]([OH:9])=O)[C:5]([OH:11])=[CH:4][CH:3]=1.[F:12][C:13]1[CH:19]=[CH:18][C:16]([NH2:17])=[CH:15][C:14]=1[C:20]([F:23])([F:22])[F:21], predict the reaction product. The product is: [Cl:1][C:2]1[CH:3]=[CH:4][C:5]([OH:11])=[C:6]([CH:10]=1)[C:7]([NH:17][C:16]1[CH:18]=[CH:19][C:13]([F:12])=[C:14]([C:20]([F:23])([F:21])[F:22])[CH:15]=1)=[O:9]. (2) Given the reactants [Br:1][C:2]1[CH:3]=[C:4]([CH:16]=[C:17]([CH2:19]Cl)[CH:18]=1)[O:5][C:6]1[CH:11]=[CH:10][C:9]([C:12]([F:15])([F:14])[F:13])=[CH:8][N:7]=1.[CH2:21]([O:23][P:24]([O:28]CC)[O:25][CH2:26][CH3:27])[CH3:22], predict the reaction product. The product is: [Br:1][C:2]1[CH:18]=[C:17]([CH:16]=[C:4]([O:5][C:6]2[CH:11]=[CH:10][C:9]([C:12]([F:15])([F:14])[F:13])=[CH:8][N:7]=2)[CH:3]=1)[CH2:19][P:24](=[O:28])([O:25][CH2:26][CH3:27])[O:23][CH2:21][CH3:22]. (3) Given the reactants [C:1]([C:3]1[C:4]([NH2:10])=[N:5][C:6]([NH2:9])=[CH:7][CH:8]=1)#[CH:2].C([C:18]1[CH:23]=[CH:22][C:21]([CH2:24][C:25](Cl)=NO)=[C:20]([S:29][C:30]2[CH:35]=[CH:34][CH:33]=[CH:32][CH:31]=2)C=1)C1C=CC=CC=1.[CH2:36]([N:38](CC)CC)[CH3:37].[O:43]1CCCC1, predict the reaction product. The product is: [CH2:20]([S:29][C:30]1[CH:31]=[CH:32][C:33]([CH2:37][C:36]2[CH:2]=[C:1]([C:3]3[C:4]([NH2:10])=[N:5][C:6]([NH2:9])=[CH:7][CH:8]=3)[O:43][N:38]=2)=[CH:34][CH:35]=1)[C:21]1[CH:22]=[CH:23][CH:18]=[CH:25][CH:24]=1.